Dataset: Cav3 T-type calcium channel HTS with 100,875 compounds. Task: Binary Classification. Given a drug SMILES string, predict its activity (active/inactive) in a high-throughput screening assay against a specified biological target. (1) The molecule is Clc1c2nc([nH]c2ccc1)C. The result is 0 (inactive). (2) The compound is O=C1N(CCC1)c1ccc(C(=O)NCCCN2CCCCCC2)cc1. The result is 0 (inactive). (3) The drug is o1nc(nc1CCC(=O)NCCc1ccccc1)c1ccccc1. The result is 0 (inactive). (4) The compound is Clc1ccc(c2nn(CCC(=O)NCC3OCCC3)c(=O)c3c2cccc3)cc1. The result is 0 (inactive). (5) The drug is O=C(N1CCCC1)Cn1nc2c(CCCC2)c1. The result is 0 (inactive).